Predict the reaction yield, written as a fraction of the theoretical maximum amount of product (1.0 means a 100% yield; for example, 0.34 means a 34% yield). From a dataset of Reaction yield outcomes from USPTO patents with 853,638 reactions. (1) The reactants are [NH2:1][CH2:2][C@@H:3]([F:6])[CH2:4][OH:5].C(=O)([O-])[O-].[K+].[K+].[C:13](O[C:13]([O:15][C:16]([CH3:19])([CH3:18])[CH3:17])=[O:14])([O:15][C:16]([CH3:19])([CH3:18])[CH3:17])=[O:14]. The catalyst is O1CCOCC1. The product is [F:6][C@@H:3]([CH2:4][OH:5])[CH2:2][NH:1][C:13](=[O:14])[O:15][C:16]([CH3:19])([CH3:18])[CH3:17]. The yield is 1.00. (2) The reactants are F[CH:2]([C:24]1[CH:29]=[CH:28][CH:27]=[C:26]([C:30]2[NH:34][N:33]=[N:32][N:31]=2)[CH:25]=1)[C:3]1[CH:23]=[CH:22][C:6]([CH2:7][O:8][C:9]2[CH:14]=[CH:13][C:12]([C:15](=[O:17])[CH3:16])=[C:11]([OH:18])[C:10]=2[CH2:19][CH2:20][CH3:21])=[CH:5][CH:4]=1.[C:35](C1C=CC(OCC2C=CC(C(OC)C3C=C(C=CC=3)C#N)=CC=2)=C(CCC)C=1O)(=[O:37])C. No catalyst specified. The product is [OH:18][C:11]1[C:10]([CH2:19][CH2:20][CH3:21])=[C:9]([O:8][CH2:7][C:6]2[CH:22]=[CH:23][C:3]([CH:2]([O:37][CH3:35])[C:24]3[CH:29]=[CH:28][CH:27]=[C:26]([C:30]4[NH:31][N:32]=[N:33][N:34]=4)[CH:25]=3)=[CH:4][CH:5]=2)[CH:14]=[CH:13][C:12]=1[C:15](=[O:17])[CH3:16]. The yield is 0.470. (3) The reactants are [Br:1][C:2]1[CH:3]=[C:4]([CH2:10][C:11]([O:13][CH2:14][CH3:15])=[O:12])[CH:5]=[C:6]([Cl:9])[C:7]=1[OH:8].C(=O)([O-])[O-].[K+].[K+].[F:22][C:23]([F:27])([F:26])[CH2:24]I. The catalyst is CN(C=O)C. The product is [Br:1][C:2]1[CH:3]=[C:4]([CH2:10][C:11]([O:13][CH2:14][CH3:15])=[O:12])[CH:5]=[C:6]([Cl:9])[C:7]=1[O:8][CH2:24][C:23]([F:27])([F:26])[F:22]. The yield is 0.300. (4) The reactants are [F:1][C:2]1[CH:7]=[CH:6][C:5]([C:8]2[C:16]3[C:15]([CH2:17][CH2:18][CH2:19][CH2:20][O:21][C:22]4[CH:23]=[N:24][CH:25]=[C:26]([CH:31]=4)[C:27]([O:29]C)=O)=[N:14][CH:13]=[N:12][C:11]=3[S:10][CH:9]=2)=[CH:4][CH:3]=1.[NH3:32]. The catalyst is C(O)CCC. The product is [F:1][C:2]1[CH:7]=[CH:6][C:5]([C:8]2[C:16]3[C:15]([CH2:17][CH2:18][CH2:19][CH2:20][O:21][C:22]4[CH:23]=[N:24][CH:25]=[C:26]([CH:31]=4)[C:27]([NH2:32])=[O:29])=[N:14][CH:13]=[N:12][C:11]=3[S:10][CH:9]=2)=[CH:4][CH:3]=1. The yield is 0.360. (5) The reactants are Br[C:2]1[CH:3]=[CH:4][C:5]2[CH2:10][O:9][CH2:8][N:7]([S:11]([C:14]3[CH:19]=[C:18]([Cl:20])[CH:17]=[CH:16][C:15]=3[O:21][CH3:22])(=[O:13])=[O:12])[C:6]=2[CH:23]=1.C(N(CC)CC)C.[C:31]([O:34][CH2:35]C)(=[O:33])C. The yield is 0.430. The product is [CH3:35][O:34][C:31]([C:2]1[CH:3]=[CH:4][C:5]2[CH2:10][O:9][CH2:8][N:7]([S:11]([C:14]3[CH:19]=[C:18]([Cl:20])[CH:17]=[CH:16][C:15]=3[O:21][CH3:22])(=[O:13])=[O:12])[C:6]=2[CH:23]=1)=[O:33]. The catalyst is CO. (6) The reactants are [Cl:1][C:2]1[CH:8]=[CH:7][CH:6]=[C:5]([CH3:9])[C:3]=1[NH2:4].N1C=CC=CC=1.[CH2:16]([O:18][CH:19]=[CH:20][C:21](Cl)=[O:22])[CH3:17].Cl. The catalyst is C1COCC1.O. The product is [Cl:1][C:2]1[CH:8]=[CH:7][CH:6]=[C:5]([CH3:9])[C:3]=1[NH:4][C:21](=[O:22])/[CH:20]=[CH:19]/[O:18][CH2:16][CH3:17]. The yield is 0.736.